From a dataset of Catalyst prediction with 721,799 reactions and 888 catalyst types from USPTO. Predict which catalyst facilitates the given reaction. (1) Reactant: C(=O)([O-])OC(C)(C)C[CH:5]([C:15]1C=C[C:18]([C:21]#[C:22][C:23]2[C:28]([N:29](C(OC(C)(C)C)=O)C(OC(C)(C)C)=O)=[N:27][CH:26]=[C:25]([C:44]3[CH:49]=[CH:48][C:47]([S:50]([CH:53]([CH3:55])[CH3:54])(=[O:52])=[O:51])=[CH:46][CH:45]=3)[N:24]=2)=[CH:17][CH:16]=1)[CH2:6][NH:7]C(OC(C)(C)C)=O.[C:60](O)([C:62](F)(F)F)=O.CC[O:69]CC. Product: [NH2:7][CH2:6][CH:5]([C:15]1[CH:62]=[CH:60][C:18]([C:21]#[C:22][C:23]2[C:28]([NH2:29])=[N:27][CH:26]=[C:25]([C:44]3[CH:49]=[CH:48][C:47]([S:50]([CH:53]([CH3:55])[CH3:54])(=[O:52])=[O:51])=[CH:46][CH:45]=3)[N:24]=2)=[CH:17][CH:16]=1)[OH:69]. The catalyst class is: 2. (2) Reactant: [Cl:1][C:2]1[N:7]=[C:6]([CH3:8])[C:5]([C:9]2[N:10]=[N:11][NH:12][CH:13]=2)=[CH:4][CH:3]=1.[O:14]1[C:16]([CH3:18])([CH3:17])[CH2:15]1.CC([O-])(C)C.[K+].[Cl-].[NH4+]. Product: [Cl:1][C:2]1[N:7]=[C:6]([CH3:8])[C:5]([C:9]2[N:10]([CH2:15][C:16]([CH3:18])([OH:14])[CH3:17])[N:11]=[N:12][CH:13]=2)=[CH:4][CH:3]=1. The catalyst class is: 3.